This data is from Forward reaction prediction with 1.9M reactions from USPTO patents (1976-2016). The task is: Predict the product of the given reaction. Given the reactants [C:1]1([C:7]2[CH2:12][O:11][CH2:10][CH2:9][C:8]=2[C:13](OCC)=[O:14])[CH:6]=[CH:5][CH:4]=[CH:3][CH:2]=1.[H-].[H-].[H-].[H-].[Li+].[Al+3], predict the reaction product. The product is: [C:1]1([C:7]2[CH2:12][O:11][CH2:10][CH2:9][C:8]=2[CH2:13][OH:14])[CH:2]=[CH:3][CH:4]=[CH:5][CH:6]=1.